This data is from Full USPTO retrosynthesis dataset with 1.9M reactions from patents (1976-2016). The task is: Predict the reactants needed to synthesize the given product. (1) Given the product [Cl:26][C:23]1[CH:24]=[CH:25][C:20]([CH:8]([C:5]2[CH:4]=[CH:3][C:2]([Cl:1])=[CH:7][CH:6]=2)[C:9]2[CH:10]=[C:11]3[C:16](=[CH:17][CH:18]=2)[N:15]=[CH:14][N:13]=[C:12]3[NH:28][CH2:29][CH2:30][C:31]2[CH:32]=[C:33]([CH:38]=[CH:39][CH:40]=2)[C:34]([O:36][CH3:37])=[O:35])=[CH:21][CH:22]=1, predict the reactants needed to synthesize it. The reactants are: [Cl:1][C:2]1[CH:7]=[CH:6][C:5]([CH:8]([C:20]2[CH:25]=[CH:24][C:23]([Cl:26])=[CH:22][CH:21]=2)[C:9]2[CH:10]=[C:11]3[C:16](=[CH:17][CH:18]=2)[N:15]=[CH:14][N:13]=[C:12]3Cl)=[CH:4][CH:3]=1.Cl.[NH2:28][CH2:29][CH2:30][C:31]1[CH:32]=[C:33]([CH:38]=[CH:39][CH:40]=1)[C:34]([O:36][CH3:37])=[O:35]. (2) Given the product [CH3:13][C:4]1[N:3]=[C:2]([C:15]#[N:14])[C:7]([N:8]2[CH2:27][CH2:22][CH2:20][CH2:19]2)=[CH:6][CH:5]=1, predict the reactants needed to synthesize it. The reactants are: Br[C:2]1[C:7]([N:8]2N=CC=N2)=[CH:6][CH:5]=[C:4]([CH3:13])[N:3]=1.[NH:14]1CCC[CH2:15]1.[CH3:19][CH:20]([C:22]1[CH:27]=[C:22]([CH:20](C)[CH3:19])[C:27](C2C=CC=CC=2P(C2CCCCC2)C2CCCCC2)=[C:22]([CH:20](C)[CH3:19])[CH:27]=1)C.C([O-])([O-])=O.[Cs+].[Cs+]. (3) Given the product [Cl:17][C:18]1[C:19]([C:2]2[CH:3]=[CH:4][CH:5]=[C:6]([NH:8][CH2:9][C:10]3([CH3:16])[CH2:15][CH2:14][O:13][CH2:12][CH2:11]3)[N:7]=2)=[CH:20][C:21]([F:24])=[N:22][CH:23]=1, predict the reactants needed to synthesize it. The reactants are: Br[C:2]1[N:7]=[C:6]([NH:8][CH2:9][C:10]2([CH3:16])[CH2:15][CH2:14][O:13][CH2:12][CH2:11]2)[CH:5]=[CH:4][CH:3]=1.[Cl:17][C:18]1[C:19](B(O)O)=[CH:20][C:21]([F:24])=[N:22][CH:23]=1.C(=O)([O-])[O-].[Na+].[Na+].